Dataset: Drug-target binding data from BindingDB using Ki measurements. Task: Regression. Given a target protein amino acid sequence and a drug SMILES string, predict the binding affinity score between them. We predict pKi (pKi = -log10(Ki in M); higher means stronger inhibition). Dataset: bindingdb_ki. (1) The compound is CC(C)(C)NC(=O)[C@@H]1CN(Cc2cccnc2)CCN1C[C@@H](O)C[C@@H](Cc1ccccc1)C(=O)N[C@H]1c2ccccc2C[C@H]1O. The target protein sequence is PQITLWKRPLVTIKIGGQLKEALLDTGADDTVIEEMSLPGRWKPKMIGGIGGFIKVRQYDQIIIEIAGHKAIGTVLVGPTPANIIGRNLLTQIGATLNF. The pKi is 8.8. (2) The drug is COC(C)(C(C)C)C1CN(c2ccc(F)c(-c3n[nH]c4ncccc34)n2)CCN1. The target protein (Q04759) has sequence MSPFLRIGLSNFDCGSCQSCQGEAVNPYCAVLVKEYVESENGQMYIQKKPTMYPPWDSTFDAHINKGRVMQIIVKGKNVDLISETTVELYSLAERCRKNNGKTEIWLELKPQGRMLMNARYFLEMSDTKDMNEFETEGFFALHQRRGAIKQAKVHHVKCHEFTATFFPQPTFCSVCHEFVWGLNKQGYQCRQCNAAIHKKCIDKVIAKCTGSAINSRETMFHKERFKIDMPHRFKVYNYKSPTFCEHCGTLLWGLARQGLKCDACGMNVHHRCQTKVANLCGINQKLMAEALAMIESTQQARCLRDTEQIFREGPVEIGLPCSIKNEARPPCLPTPGKREPQGISWESPLDEVDKMCHLPEPELNKERPSLQIKLKIEDFILHKMLGKGSFGKVFLAEFKKTNQFFAIKALKKDVVLMDDDVECTMVEKRVLSLAWEHPFLTHMFCTFQTKENLFFVMEYLNGGDLMYHIQSCHKFDLSRATFYAAEIILGLQFLHSKGI.... The pKi is 8.0. (3) The drug is O=C([C@@H]1C[C@@H]2CCCC[C@@H]2N1C(=O)[C@@H]1C[C@H]1c1ccccc1)N1CCSC1. The target protein (O70196) has sequence MLSFQYPDVYRDETSVQDYHGHKICDPYAWLEDPDSEQTKAFVEAQNKITVPFLEQCPIRGLYKERMTELYDYPKYSCHFKKGKRYFYFYNTGLQNQRVLYVQDSLEGEARVFLDPNTLSDDGTVALRGYAFSEDGEYFAYGLSASGSDWVTIKFMKVDGAKELPDVLERVKFTCMAWTHDGKGMFYNSYPQQDGKSDGTETSTNLHQKLCYHVLGTDQSEDVLCAEFPDEPKWMGGAELSDDGRYVLLSIWEGCDPVNRLWYCDLQQGSNGINGILKWVKLIDNFEGEYDYITNEGTVFTFKTNRNSPNYRLINIDFTDPDESKWKVLVPEHEKDVLEWVACVRSNFLVLCYLRNVKNILQLHDLTTGALLKTFPLDVGSVVGYSGRKKDSEIFYQFTSFLSPGVIYHCDLTREELEPRVFREVTVKGIDASDYQTIQVFYPSKDGTKIPMFIVHKKGIKLDGSHPAFLYGYGGFNISITPNYSVSRLIFVRHMGGVLA.... The pKi is 8.8. (4) The small molecule is Oc1ccc2c(c1O)CCC[C@@H]2C1=NCCN1. The target protein (Q01338) has sequence MGSLQPDAGNSSWNGTEAPGGGTRATPYSLQVTLTLVCLAGLLMLFTVFGNVLVIIAVFTSRALKAPQNLFLVSLASADILVATLVIPFSLANEVMGYWYFGKVWCEIYLALDVLFCTSSIVHLCAISLDRYWSITQAIEYNLKRTPRRIKAIIVTVWVISAVISFPPLISIEKKGAGGGQQPAEPSCKINDQKWYVISSSIGSFFAPCLIMILVYVRIYQIAKRRTRVPPSRRGPDACSAPPGGADRRPNGLGPERGAGPTGAEAEPLPTQLNGAPGEPAPAGPRDGDALDLEESSSSEHAERPPGPRRPDRGPRAKGKTRASQVKPGDSLPRRGPGAAGPGASGSGHGEERGGGAKASRWRGRQNREKRFTFVLAVVIGVFVVCWFPFFFTYTLIAVGCPVPSQLFNFFFWFGYCNSSLNPVIYTIFNHDFRRAFKKILCRGDRKRIV. The pKi is 8.0. (5) The small molecule is COc1ccc(C(CN(C)C)C2(O)CCCCC2)cc1. The target protein (P30545) has sequence MVHQEPYSVQATAAIASAITFLILFTIFGNALVILAVLTSRSLRAPQNLFLVSLAAADILVATLIIPFSLANELLGYWYFWRAWCEVYLALDVLFCTSSIVHLCAISLDRYWAVSRALEYNSKRTPRRIKCIILTVWLIAAVISLPPLIYKGDQRPEPHGLPQCELNQEAWYILASSIGSFFAPCLIMILVYLRIYVIAKRSHCRGLGAKRGSGEGESKKPRPGPAAGGVPASAKVPTLVSPLSSVGEANGHPKPPREKEEGETPEDPEARALPPNWSALPRSVQDQKKGTSGATAEKGAEEDEEEVEECEPQTLPASPASVFNPPLQQPQTSRVLATLRGQVLLSKNVGVASGQWWRRRTQLSREKRFTFVLAVVIGVFVVCWFPFFFSYSLGAICPQHCKVPHGLFQFFFWIGYCNSSLNPVIYTIFNQDFRRAFRRILCRQWTQTGW. The pKi is 6.0.